The task is: Predict the reaction yield, written as a fraction of the theoretical maximum amount of product (1.0 means a 100% yield; for example, 0.34 means a 34% yield).. This data is from Reaction yield outcomes from USPTO patents with 853,638 reactions. (1) The reactants are CO.C[O:4][C:5]1[C:10]([NH:11][C:12]2[N:17]=[C:16]([NH:18][C@@H:19]3[CH2:24][CH2:23][CH2:22][N:21](C(OC(C)(C)C)=O)[CH2:20]3)[C:15]([CH3:32])=[C:14]([N:33]3[CH2:38][CH2:37][O:36][CH2:35][CH2:34]3)[N:13]=2)=[CH:9][CH:8]=[CH:7][N:6]=1.Cl. The catalyst is O1CCOCC1. The product is [CH3:32][C:15]1[C:14]([N:33]2[CH2:38][CH2:37][O:36][CH2:35][CH2:34]2)=[N:13][C:12]([NH:11][C:10]2[C:5](=[O:4])[NH:6][CH:7]=[CH:8][CH:9]=2)=[N:17][C:16]=1[NH:18][C@@H:19]1[CH2:24][CH2:23][CH2:22][NH:21][CH2:20]1. The yield is 0.370. (2) The reactants are [NH2:1][C:2]1[CH:7]=[CH:6][C:5]([S:8]([NH:11][CH:12]2[CH2:15][CH2:14][CH2:13]2)(=[O:10])=[O:9])=[CH:4][CH:3]=1.[Br:16][C:17]1[CH:18]=[C:19]([CH:22]=[CH:23][CH:24]=1)[CH:20]=O.[CH2:25]=[C:26]([CH3:28])[CH3:27].FC(F)(F)S([O-])(=O)=O.[Yb+3].FC(F)(F)S([O-])(=O)=O.FC(F)(F)S([O-])(=O)=O. The catalyst is C(#N)C.C(OCC)(=O)C. The product is [CH:12]1([NH:11][S:8]([C:5]2[CH:6]=[C:7]3[C:2](=[CH:3][CH:4]=2)[NH:1][CH:20]([C:19]2[CH:22]=[CH:23][CH:24]=[C:17]([Br:16])[CH:18]=2)[CH2:25][C:26]3([CH3:28])[CH3:27])(=[O:10])=[O:9])[CH2:15][CH2:14][CH2:13]1. The yield is 0.400. (3) The reactants are [F:1][C:2]1[CH:10]=[C:9]([C:11]2[CH:16]=[N:15][C:14]([O:17][CH2:18][CH:19]3[CH2:24][CH2:23][N:22]([CH2:25][C:26]4([C:30]([F:33])([F:32])[F:31])[CH2:29][CH2:28][CH2:27]4)[CH2:21][CH2:20]3)=[CH:13][N:12]=2)[CH:8]=[CH:7][C:3]=1[C:4]([OH:6])=O.[NH:34]1[CH2:38][CH2:37][CH2:36][C@@H:35]1[CH2:39][OH:40].C(Cl)CCl.C1C=CC2N(O)N=NC=2C=1.CCN(C(C)C)C(C)C. The catalyst is CN(C=O)C.O. The product is [F:1][C:2]1[CH:10]=[C:9]([C:11]2[CH:16]=[N:15][C:14]([O:17][CH2:18][CH:19]3[CH2:20][CH2:21][N:22]([CH2:25][C:26]4([C:30]([F:32])([F:31])[F:33])[CH2:29][CH2:28][CH2:27]4)[CH2:23][CH2:24]3)=[CH:13][N:12]=2)[CH:8]=[CH:7][C:3]=1[C:4]([N:34]1[CH2:38][CH2:37][CH2:36][C@@H:35]1[CH2:39][OH:40])=[O:6]. The yield is 0.410. (4) The reactants are C([Si](C)(C)[O:6][CH2:7][CH2:8][N:9]([CH2:42][CH2:43][O:44][Si](C)(C)C(C)(C)C)[C:10]1[CH:11]=[C:12]([N:16]2[C:20]([NH:21][C:22]([NH:24][C:25]3[CH:30]=[CH:29][C:28]([O:31][C:32]4[CH:37]=[CH:36][N:35]=[CH:34][CH:33]=4)=[CH:27][CH:26]=3)=[O:23])=[CH:19][C:18]([C:38]([CH3:41])([CH3:40])[CH3:39])=[N:17]2)[CH:13]=[CH:14][CH:15]=1)(C)(C)C.C(O)(C(F)(F)F)=O.C([O-])(O)=O.[Na+]. The catalyst is CO.O.C(Cl)Cl. The product is [OH:6][CH2:7][CH2:8][N:9]([CH2:42][CH2:43][OH:44])[C:10]1[CH:11]=[C:12]([N:16]2[C:20]([NH:21][C:22]([NH:24][C:25]3[CH:30]=[CH:29][C:28]([O:31][C:32]4[CH:33]=[CH:34][N:35]=[CH:36][CH:37]=4)=[CH:27][CH:26]=3)=[O:23])=[CH:19][C:18]([C:38]([CH3:39])([CH3:40])[CH3:41])=[N:17]2)[CH:13]=[CH:14][CH:15]=1. The yield is 0.360.